Task: Predict the reactants needed to synthesize the given product.. Dataset: Full USPTO retrosynthesis dataset with 1.9M reactions from patents (1976-2016) (1) Given the product [Br:1][C:2]1[CH:19]=[CH:18][C:5]([N:6]([CH2:11][CH2:12][CH2:13][CH2:14][C:15]([O:17][CH3:22])=[O:16])[CH2:7][CH:8]([CH3:10])[CH3:9])=[C:4]([CH:20]=[O:21])[CH:3]=1, predict the reactants needed to synthesize it. The reactants are: [Br:1][C:2]1[CH:19]=[CH:18][C:5]([N:6]([CH2:11][CH2:12][CH2:13][CH2:14][C:15]([OH:17])=[O:16])[CH2:7][CH:8]([CH3:10])[CH3:9])=[C:4]([CH:20]=[O:21])[CH:3]=1.[C:22](=O)([O-])[O-].[K+].[K+].IC.O. (2) Given the product [F:1][C:2]1[C:7]([N:8]2[C:12]([S:13]([C:16]3[CH:21]=[CH:20][CH:19]=[C:18]([O:22][CH3:23])[CH:17]=3)(=[O:14])=[O:15])=[CH:11][C:10]([CH:24]=[O:25])=[N:9]2)=[CH:6][CH:5]=[CH:4][N:3]=1, predict the reactants needed to synthesize it. The reactants are: [F:1][C:2]1[C:7]([N:8]2[C:12]([S:13]([C:16]3[CH:21]=[CH:20][CH:19]=[C:18]([O:22][CH3:23])[CH:17]=3)(=[O:15])=[O:14])=[CH:11][C:10]([CH2:24][OH:25])=[N:9]2)=[CH:6][CH:5]=[CH:4][N:3]=1. (3) Given the product [CH3:28][O:29][C:30](=[O:40])[C:31]1[CH:36]=[C:35]([F:37])[C:34]([O:15][CH2:14][CH:13]([N:12]2[C:11]3[CH:22]=[C:23]([F:27])[C:24]([F:26])=[CH:25][C:10]=3[N:9]=[C:8]2[C:5]2[CH:6]=[CH:7][C:2]([Cl:1])=[CH:3][CH:4]=2)[CH:16]2[CH2:17][CH2:18][CH2:19][CH2:20][CH2:21]2)=[C:33]([Cl:39])[CH:32]=1, predict the reactants needed to synthesize it. The reactants are: [Cl:1][C:2]1[CH:7]=[CH:6][C:5]([C:8]2[N:12]([CH:13]([CH:16]3[CH2:21][CH2:20][CH2:19][CH2:18][CH2:17]3)[CH2:14][OH:15])[C:11]3[CH:22]=[C:23]([F:27])[C:24]([F:26])=[CH:25][C:10]=3[N:9]=2)=[CH:4][CH:3]=1.[CH3:28][O:29][C:30](=[O:40])[C:31]1[CH:36]=[C:35]([F:37])[C:34](O)=[C:33]([Cl:39])[CH:32]=1.N(C(OC(C)(C)C)=O)=NC(OC(C)(C)C)=O.